Dataset: HIV replication inhibition screening data with 41,000+ compounds from the AIDS Antiviral Screen. Task: Binary Classification. Given a drug SMILES string, predict its activity (active/inactive) in a high-throughput screening assay against a specified biological target. (1) The compound is CC(=O)N=C1N(C)C(=Cc2ccccc2Cl)C(=O)N1C=C1C(=O)Oc2ccccc2C1=O. The result is 0 (inactive). (2) The drug is COC(=O)c1ccccc1C1CN=NC12Cc1ccccc1C2=O. The result is 0 (inactive). (3) The compound is Cl.O=[N+]([O-])c1cccc2nc3ccccc3c(NCCc3ccccn3)c12. The result is 0 (inactive). (4) The drug is O=c1oc(C(C(F)(F)F)C(F)(F)F)nc2ccccc12. The result is 0 (inactive). (5) The molecule is CCC(=C(c1ccccc1)c1ccc(OCCN(C)C)cc1)c1ccccc1.O=C(O)CC(O)(CC(=O)O)C(=O)O. The result is 0 (inactive). (6) The drug is CCOC(=O)c1cc2sc(NC(=O)c3ccccc3)nc2o1. The result is 0 (inactive). (7) The drug is N#CCCN1C(=O)CCC2(CCC(=O)N(CCC#N)C2=O)C1=O. The result is 0 (inactive). (8) The compound is CC(=O)OC1CCN(C)CC1CCl. The result is 0 (inactive).